Dataset: Full USPTO retrosynthesis dataset with 1.9M reactions from patents (1976-2016). Task: Predict the reactants needed to synthesize the given product. (1) The reactants are: [Br:1][C:2]1[N:3]=[C:4]2[C:10]([C:11]([OH:13])=O)=[CH:9][N:8]([CH2:14][O:15][CH2:16][CH2:17][Si:18]([CH3:21])([CH3:20])[CH3:19])[C:5]2=[N:6][CH:7]=1.[CH:22]1([CH:25]([NH2:27])[CH3:26])[CH2:24][CH2:23]1.CN(C)CCCN=C=NCC. Given the product [CH:22]1([CH:25]([NH:27][C:11]([C:10]2[C:4]3[C:5](=[N:6][CH:7]=[C:2]([Br:1])[N:3]=3)[N:8]([CH2:14][O:15][CH2:16][CH2:17][Si:18]([CH3:21])([CH3:20])[CH3:19])[CH:9]=2)=[O:13])[CH3:26])[CH2:24][CH2:23]1, predict the reactants needed to synthesize it. (2) Given the product [CH3:21][O:22][C:23]([C:25]1[CH:33]=[C:32]2[C:28]([C:29]([CH:35]3[CH2:40][CH2:39][CH2:38][CH2:37][CH2:36]3)=[C:30]([C:13]3[CH:14]=[C:15]4[C:10](=[CH:11][CH:12]=3)[N:9]=[C:8]([C:4]3[S:3][C:2]([CH3:1])=[N:6][C:5]=3[CH3:7])[CH:17]=[CH:16]4)[NH:31]2)=[CH:27][CH:26]=1)=[O:24], predict the reactants needed to synthesize it. The reactants are: [CH3:1][C:2]1[S:3][C:4]([C:8]2[CH:17]=[CH:16][C:15]3[C:10](=[CH:11][CH:12]=[C:13](B(O)O)[CH:14]=3)[N:9]=2)=[C:5]([CH3:7])[N:6]=1.[CH3:21][O:22][C:23]([C:25]1[CH:33]=[C:32]2[C:28]([C:29]([CH:35]3[CH2:40][CH2:39][CH2:38][CH2:37][CH2:36]3)=[C:30](Br)[NH:31]2)=[CH:27][CH:26]=1)=[O:24].C([O-])(O)=O.[Na+]. (3) Given the product [F:9][C:10]1[C:11]([NH:26][C:27]2[CH:32]=[CH:31][C:30]([I:33])=[CH:29][C:28]=2[F:34])=[C:12]([CH:20]=[C:21](/[CH:24]=[N:1]/[O:2][CH2:3][CH2:4][CH2:5][C:6](=[O:35])[NH:7][CH3:8])[C:22]=1[F:23])[C:13]([NH:15][O:16][CH2:17][CH2:18][OH:19])=[O:14], predict the reactants needed to synthesize it. The reactants are: [NH2:1][O:2][CH2:3][CH2:4][CH2:5][CH2:6][N-:7][CH3:8].[F:9][C:10]1[C:11]([NH:26][C:27]2[CH:32]=[CH:31][C:30]([I:33])=[CH:29][C:28]=2[F:34])=[C:12]([CH:20]=[C:21]([CH:24]=O)[C:22]=1[F:23])[C:13]([NH:15][O:16][CH2:17][CH2:18][OH:19])=[O:14].[O:35]1CCCC1.CO. (4) Given the product [CH3:6][C:7]1[CH:15]=[C:14]([CH3:16])[CH:13]=[CH:12][C:8]=1[C:9]1[NH:5][C:3](=[S:4])[NH:2][N:1]=1, predict the reactants needed to synthesize it. The reactants are: [NH2:1][NH:2][C:3]([NH2:5])=[S:4].[CH3:6][C:7]1[CH:15]=[C:14]([CH3:16])[CH:13]=[CH:12][C:8]=1[C:9](Cl)=O.